Dataset: Forward reaction prediction with 1.9M reactions from USPTO patents (1976-2016). Task: Predict the product of the given reaction. Given the reactants C(=O)([O-])[O-].[Cs+].[Cs+].[CH3:7][N:8]1[CH2:13][CH2:12][NH:11][CH2:10][CH2:9]1.Br[C:15]1[CH:16]=[C:17]2[C:22](=[CH:23][CH:24]=1)[CH2:21][N:20]([C:25](=[O:48])[CH2:26][O:27][CH2:28][CH:29]1[CH2:34][CH2:33][CH2:32][CH2:31][N:30]1[S:35]([C:38]1[C:43]([CH3:44])=[CH:42][C:41]([O:45][CH3:46])=[CH:40][C:39]=1[CH3:47])(=[O:37])=[O:36])[CH2:19][CH2:18]2.CC1(C)C2C(=C(P(C3C=CC=CC=3)C3C=CC=CC=3)C=CC=2)OC2C(P(C3C=CC=CC=3)C3C=CC=CC=3)=CC=CC1=2, predict the reaction product. The product is: [CH3:46][O:45][C:41]1[CH:42]=[C:43]([CH3:44])[C:38]([S:35]([N:30]2[CH2:31][CH2:32][CH2:33][CH2:34][CH:29]2[CH2:28][O:27][CH2:26][C:25]([N:20]2[CH2:19][CH2:18][C:17]3[C:22](=[CH:23][CH:24]=[C:15]([N:11]4[CH2:12][CH2:13][N:8]([CH3:7])[CH2:9][CH2:10]4)[CH:16]=3)[CH2:21]2)=[O:48])(=[O:36])=[O:37])=[C:39]([CH3:47])[CH:40]=1.